From a dataset of Peptide-MHC class I binding affinity with 185,985 pairs from IEDB/IMGT. Regression. Given a peptide amino acid sequence and an MHC pseudo amino acid sequence, predict their binding affinity value. This is MHC class I binding data. (1) The peptide sequence is WAASAETPL. The MHC is HLA-A25:01 with pseudo-sequence HLA-A25:01. The binding affinity (normalized) is 0.0847. (2) The peptide sequence is FLADYGWRL. The MHC is HLA-A02:12 with pseudo-sequence HLA-A02:12. The binding affinity (normalized) is 1.00. (3) The peptide sequence is PDTTYLGPL. The MHC is HLA-B44:02 with pseudo-sequence HLA-B44:02. The binding affinity (normalized) is 0. (4) The peptide sequence is HFRGFSKSI. The MHC is HLA-A33:01 with pseudo-sequence HLA-A33:01. The binding affinity (normalized) is 0. (5) The peptide sequence is LLRRRPYPL. The MHC is HLA-B15:09 with pseudo-sequence HLA-B15:09. The binding affinity (normalized) is 0.0847. (6) The MHC is HLA-B46:01 with pseudo-sequence HLA-B46:01. The binding affinity (normalized) is 0.337. The peptide sequence is FSLPAQLL. (7) The peptide sequence is IASAPQQLCT. The MHC is HLA-A02:06 with pseudo-sequence HLA-A02:06. The binding affinity (normalized) is 0.166.